Dataset: Full USPTO retrosynthesis dataset with 1.9M reactions from patents (1976-2016). Task: Predict the reactants needed to synthesize the given product. (1) Given the product [OH:17][C:16]1[CH:18]=[CH:19][CH:20]=[CH:21][C:15]=1[C:14]1[O:1][C:2]2[C:10]([CH:11]([CH3:13])[CH3:12])=[CH:9][CH:8]=[CH:7][C:3]=2[C:4](=[O:6])[N:23]=1, predict the reactants needed to synthesize it. The reactants are: [OH:1][C:2]1[C:10]([CH:11]([CH3:13])[CH3:12])=[CH:9][CH:8]=[CH:7][C:3]=1[C:4]([OH:6])=O.[C:14]([NH2:23])(=O)[C:15]1[C:16](=[CH:18][CH:19]=[CH:20][CH:21]=1)[OH:17].N1C=CC=CC=1.S(Cl)(Cl)=O. (2) Given the product [CH2:1]([O:3][C:4]([C:6]1[NH:7][C:8]([CH:18]=[O:21])=[C:9]([CH2:12][CH2:13][C:14]([O:16][CH3:17])=[O:15])[C:10]=1[CH3:11])=[O:5])[CH3:2], predict the reactants needed to synthesize it. The reactants are: [CH2:1]([O:3][C:4]([C:6]1[NH:7][C:8]([CH3:18])=[C:9]([CH2:12][CH2:13][C:14]([O:16][CH3:17])=[O:15])[C:10]=1[CH3:11])=[O:5])[CH3:2].O.[N+]([O-])([O-])=[O:21].[NH4+].C(=O)(O)[O-].[Na+]. (3) The reactants are: [F:1][C:2]([F:22])([F:21])[C:3]1[CH:4]=[C:5]([NH:9][C:10]2[C:19]3[C:14](=[C:15]([NH2:20])[CH:16]=[CH:17][CH:18]=3)[N:13]=[CH:12][N:11]=2)[CH:6]=[CH:7][CH:8]=1.[C:23]([O:27][C:28]([NH:30][CH2:31][C:32]1[C:33]([F:42])=[C:34]([C:38]([Cl:41])=[CH:39][CH:40]=1)[C:35](O)=[O:36])=[O:29])([CH3:26])([CH3:25])[CH3:24].C(Cl)(=O)C(Cl)=O.CCN(C(C)C)C(C)C. Given the product [Cl:41][C:38]1[CH:39]=[CH:40][C:32]([CH2:31][NH:30][C:28](=[O:29])[O:27][C:23]([CH3:26])([CH3:25])[CH3:24])=[C:33]([F:42])[C:34]=1[C:35](=[O:36])[NH:20][C:15]1[CH:16]=[CH:17][CH:18]=[C:19]2[C:14]=1[N:13]=[CH:12][N:11]=[C:10]2[NH:9][C:5]1[CH:6]=[CH:7][CH:8]=[C:3]([C:2]([F:1])([F:21])[F:22])[CH:4]=1, predict the reactants needed to synthesize it. (4) Given the product [CH2:9]([C:13]1[N:14]([Si:19]([CH3:25])([CH3:20])[CH3:18])[CH:15]=[C:16]([CH2:29][O:30][CH2:5][CH3:6])[N:17]=1)[CH2:10][CH2:11][CH3:12], predict the reactants needed to synthesize it. The reactants are: CCCC[CH2:5][CH3:6].[H-].[Na+].[CH2:9]([C:13]1[NH:14][CH:15]=[CH:16][N:17]=1)[CH2:10][CH2:11][CH3:12].[CH3:18][Si:19](C)([CH3:25])[CH2:20]COCCl.CN(C)[CH:29]=[O:30]. (5) Given the product [OH:1][C:2]1[CH:9]=[CH:8][C:7]([I:25])=[CH:6][C:3]=1[C:4]#[N:5], predict the reactants needed to synthesize it. The reactants are: [OH:1][C:2]1[CH:9]=[CH:8][CH:7]=[CH:6][C:3]=1[C:4]#[N:5].C(S(O)(=O)=O)(F)(F)F.C1C(=O)N([I:25])C(=O)C1. (6) Given the product [CH2:1]([O:3][C:4]([C:6]1[C:7]2[CH2:8][C@@H:9]3[CH2:21][C@@H:10]3[C:11]=2[N:12]([C:14]2[CH:19]=[C:18]([Cl:22])[CH:17]=[CH:16][N:15]=2)[N:13]=1)=[O:5])[CH3:2], predict the reactants needed to synthesize it. The reactants are: [CH2:1]([O:3][C:4]([C:6]1[C:7]2[CH2:8][C@@H:9]3[CH2:21][C@@H:10]3[C:11]=2[N:12]([C:14]2[CH:19]=[C:18](Br)[CH:17]=[CH:16][N:15]=2)[N:13]=1)=[O:5])[CH3:2].[ClH:22]. (7) Given the product [C:25]([CH2:24][O:17][C:14]1[CH:15]=[C:16]2[C:11](=[CH:12][CH:13]=1)[NH:10][C:9]([C:18]([NH:20][CH3:21])=[O:19])=[C:8]2[CH2:7][CH2:6][NH:5][C:3](=[O:4])[CH:2]([F:1])[F:22])#[N:26], predict the reactants needed to synthesize it. The reactants are: [F:1][CH:2]([F:22])[C:3]([NH:5][CH2:6][CH2:7][C:8]1[C:16]2[C:11](=[CH:12][CH:13]=[C:14]([OH:17])[CH:15]=2)[NH:10][C:9]=1[C:18]([NH:20][CH3:21])=[O:19])=[O:4].Cl[CH2:24][C:25]#[N:26].C(#N)C.C(=O)([O-])[O-].[Cs+].[Cs+].